This data is from Full USPTO retrosynthesis dataset with 1.9M reactions from patents (1976-2016). The task is: Predict the reactants needed to synthesize the given product. (1) Given the product [O:28]=[C:10]([CH2:11][CH2:12][CH2:13][CH2:14][C:15]([CH3:27])([C:21]1[CH:22]=[CH:23][CH:24]=[CH:25][CH:26]=1)[C:16]([OH:18])=[O:17])[CH2:9][CH2:8][CH2:7][CH2:6][C:5]([CH3:35])([C:29]1[CH:30]=[CH:31][CH:32]=[CH:33][CH:34]=1)[C:4]([OH:36])=[O:3], predict the reactants needed to synthesize it. The reactants are: C([O:3][C:4](=[O:36])[C:5]([CH3:35])([C:29]1[CH:34]=[CH:33][CH:32]=[CH:31][CH:30]=1)[CH2:6][CH2:7][CH2:8][CH2:9][C:10](=[O:28])[CH2:11][CH2:12][CH2:13][CH2:14][C:15]([CH3:27])([C:21]1[CH:26]=[CH:25][CH:24]=[CH:23][CH:22]=1)[C:16]([O:18]CC)=[O:17])C.[OH-].[K+]. (2) Given the product [F:2][C:3]1[CH:4]=[CH:5][C:6]([CH:9]([OH:23])[CH:10]([NH:22][C:30](=[O:31])[C:29]2[CH:33]=[CH:34][C:26]([C:25]([F:24])([F:35])[F:36])=[CH:27][CH:28]=2)[CH2:11][C:12]2[CH:17]=[CH:16][C:15]([C:18]([F:21])([F:20])[F:19])=[CH:14][CH:13]=2)=[CH:7][CH:8]=1, predict the reactants needed to synthesize it. The reactants are: Cl.[F:2][C:3]1[CH:8]=[CH:7][C:6]([CH:9]([OH:23])[CH:10]([NH2:22])[CH2:11][C:12]2[CH:17]=[CH:16][C:15]([C:18]([F:21])([F:20])[F:19])=[CH:14][CH:13]=2)=[CH:5][CH:4]=1.[F:24][C:25]([F:36])([F:35])[C:26]1[CH:34]=[CH:33][C:29]([C:30](Cl)=[O:31])=[CH:28][CH:27]=1.C(=O)([O-])O.[Na+].